This data is from Forward reaction prediction with 1.9M reactions from USPTO patents (1976-2016). The task is: Predict the product of the given reaction. (1) Given the reactants C(N(CC)CC)C.O[CH2:9][C:10]([O:12][CH2:13][CH3:14])=[O:11].[CH3:15][S:16](Cl)(=[O:18])=[O:17], predict the reaction product. The product is: [S:16]([CH2:9][C:10]([O:12][CH2:13][CH3:14])=[O:11])([CH3:15])(=[O:18])=[O:17]. (2) Given the reactants C([N:8]1[CH2:33][CH2:32][C:11]2([N:15]([CH2:16][CH2:17][C:18]3[CH:23]=[CH:22][C:21]([O:24][CH3:25])=[CH:20][CH:19]=3)[C:14](=[O:26])[N:13]([CH2:27][CH:28]([CH3:30])[CH3:29])[C:12]2=[O:31])[CH2:10][CH2:9]1)C1C=CC=CC=1.[H][H], predict the reaction product. The product is: [CH2:27]([N:13]1[C:12](=[O:31])[C:11]2([CH2:10][CH2:9][NH:8][CH2:33][CH2:32]2)[N:15]([CH2:16][CH2:17][C:18]2[CH:23]=[CH:22][C:21]([O:24][CH3:25])=[CH:20][CH:19]=2)[C:14]1=[O:26])[CH:28]([CH3:29])[CH3:30]. (3) Given the reactants [CH3:1][N:2]1[C:10]2[C:9]3=[C:11]([S:17][CH2:18][CH2:19][CH3:20])[S:12][C:13]([C:14]([NH2:16])=[O:15])=[C:8]3[CH2:7][CH2:6][C:5]=2[CH:4]=[N:3]1.[ClH:21].C(OCC)(=O)C, predict the reaction product. The product is: [ClH:21].[CH3:1][N:2]1[C:10]2[C:9]3=[C:11]([S:17][CH2:18][CH2:19][CH3:20])[S:12][C:13]([C:14]([NH2:16])=[O:15])=[C:8]3[CH2:7][CH2:6][C:5]=2[CH:4]=[N:3]1. (4) Given the reactants [C:1]([C:3]1[C:4]([N:25]2[CH2:30][CH2:29][CH2:28][C@H:27]([NH:31]C(=O)OC(C)(C)C)[CH2:26]2)=[N:5][C:6]([N:9]2[C:17]3[CH:16]=[C:15]([C:18]4[CH:23]=[N:22][CH:21]=[C:20]([CH3:24])[N:19]=4)[N:14]=[CH:13][C:12]=3[CH:11]=[N:10]2)=[CH:7][CH:8]=1)#[N:2].C(O)(C(F)(F)F)=O, predict the reaction product. The product is: [NH2:31][C@H:27]1[CH2:28][CH2:29][CH2:30][N:25]([C:4]2[N:5]=[C:6]([N:9]3[C:17]4[CH:16]=[C:15]([C:18]5[CH:23]=[N:22][CH:21]=[C:20]([CH3:24])[N:19]=5)[N:14]=[CH:13][C:12]=4[CH:11]=[N:10]3)[CH:7]=[CH:8][C:3]=2[C:1]#[N:2])[CH2:26]1. (5) Given the reactants [SH:1][C:2]1[N:7]=[C:6]([OH:8])[CH:5]=[C:4]([C:9]([F:12])([F:11])[F:10])[N:3]=1.C(=O)([O-])[O-].[K+].[K+].Br[CH2:20][C:21]1[CH:26]=[CH:25][N:24]=[CH:23][C:22]=1[CH2:27][CH3:28], predict the reaction product. The product is: [CH2:27]([C:22]1[CH:23]=[N:24][CH:25]=[CH:26][C:21]=1[CH2:20][S:1][C:2]1[N:7]=[C:6]([OH:8])[CH:5]=[C:4]([C:9]([F:12])([F:10])[F:11])[N:3]=1)[CH3:28].